Dataset: Full USPTO retrosynthesis dataset with 1.9M reactions from patents (1976-2016). Task: Predict the reactants needed to synthesize the given product. (1) Given the product [NH2:1][C:2]1[N:7]=[CH:6][N:5]=[C:4]2[N:8]([CH:12]([C:14]3[CH:21]=[C:20]([Cl:22])[C:17]([C:18]#[N:19])=[C:16]([CH:23]4[CH2:24][N:25]([CH2:37][CH2:38][OH:39])[CH2:26]4)[C:15]=3[O:27][CH3:28])[CH3:13])[N:9]=[C:10]([CH3:11])[C:3]=12, predict the reactants needed to synthesize it. The reactants are: [NH2:1][C:2]1[N:7]=[CH:6][N:5]=[C:4]2[N:8]([CH:12]([C:14]3[CH:21]=[C:20]([Cl:22])[C:17]([C:18]#[N:19])=[C:16]([CH:23]4[CH2:26][NH:25][CH2:24]4)[C:15]=3[O:27][CH3:28])[CH3:13])[N:9]=[C:10]([CH3:11])[C:3]=12.C(N(CC)CC)C.Br[CH2:37][CH2:38][OH:39]. (2) The reactants are: [C:1]([O:5][C:6](=[O:50])[CH2:7][C@H:8]([NH:24][C:25]([C@@H:27]1[CH2:32][CH2:31][CH2:30][N:29]([C:33](=[O:49])[CH2:34][CH2:35][CH:36]2[CH2:41][CH2:40][N:39]([C:42]([O:44][C:45]([CH3:48])([CH3:47])[CH3:46])=[O:43])[CH2:38][CH2:37]2)[CH2:28]1)=[O:26])[C:9]1[CH:10]=[N:11][CH:12]=[C:13]([CH2:15][CH2:16][C:17]2[CH:22]=[CH:21][CH:20]=[C:19]([OH:23])[CH:18]=2)[CH:14]=1)([CH3:4])([CH3:3])[CH3:2].[C:51](=[O:54])([O-])[O-].[Cs+].[Cs+].[CH3:57][C:58]1[CH:63]=[CH:62][C:61]([S:64]([O-:67])(=O)=[O:65])=[CH:60][CH:59]=1.[CH3:68]N(C)C=O. Given the product [C:1]([O:5][C:6](=[O:50])[CH2:7][C@H:8]([NH:24][C:25]([C@@H:27]1[CH2:32][CH2:31][CH2:30][N:29]([C:33](=[O:49])[CH2:34][CH2:35][CH:36]2[CH2:41][CH2:40][N:39]([C:42]([O:44][C:45]([CH3:48])([CH3:47])[CH3:46])=[O:43])[CH2:38][CH2:37]2)[CH2:28]1)=[O:26])[C:9]1[CH:10]=[N:11][CH:12]=[C:13]([CH2:15][CH2:16][C:17]2[CH:22]=[CH:21][CH:20]=[C:19]([O:23][CH2:68][CH2:51][O:54][S:64]([C:61]3[CH:62]=[CH:63][C:58]([CH3:57])=[CH:59][CH:60]=3)(=[O:67])=[O:65])[CH:18]=2)[CH:14]=1)([CH3:3])([CH3:2])[CH3:4], predict the reactants needed to synthesize it.